From a dataset of Peptide-MHC class I binding affinity with 185,985 pairs from IEDB/IMGT. Regression. Given a peptide amino acid sequence and an MHC pseudo amino acid sequence, predict their binding affinity value. This is MHC class I binding data. The peptide sequence is KEAYCQEFSL. The binding affinity (normalized) is 0.586. The MHC is HLA-B40:01 with pseudo-sequence HLA-B40:01.